Regression. Given two drug SMILES strings and cell line genomic features, predict the synergy score measuring deviation from expected non-interaction effect. From a dataset of NCI-60 drug combinations with 297,098 pairs across 59 cell lines. (1) Drug 1: CCC1(CC2CC(C3=C(CCN(C2)C1)C4=CC=CC=C4N3)(C5=C(C=C6C(=C5)C78CCN9C7C(C=CC9)(C(C(C8N6C)(C(=O)OC)O)OC(=O)C)CC)OC)C(=O)OC)O.OS(=O)(=O)O. Drug 2: C(CCl)NC(=O)N(CCCl)N=O. Cell line: NCI-H522. Synergy scores: CSS=0.547, Synergy_ZIP=-3.15, Synergy_Bliss=-4.46, Synergy_Loewe=-6.12, Synergy_HSA=-4.93. (2) Drug 1: CS(=O)(=O)CCNCC1=CC=C(O1)C2=CC3=C(C=C2)N=CN=C3NC4=CC(=C(C=C4)OCC5=CC(=CC=C5)F)Cl. Drug 2: COC1=C2C(=CC3=C1OC=C3)C=CC(=O)O2. Cell line: MDA-MB-231. Synergy scores: CSS=1.13, Synergy_ZIP=-0.185, Synergy_Bliss=1.87, Synergy_Loewe=-0.514, Synergy_HSA=-0.187. (3) Synergy scores: CSS=5.48, Synergy_ZIP=-1.10, Synergy_Bliss=1.68, Synergy_Loewe=-11.9, Synergy_HSA=-4.74. Drug 2: CN1C(=O)N2C=NC(=C2N=N1)C(=O)N. Cell line: SK-MEL-28. Drug 1: CN(CC1=CN=C2C(=N1)C(=NC(=N2)N)N)C3=CC=C(C=C3)C(=O)NC(CCC(=O)O)C(=O)O. (4) Drug 1: CCC1=CC2CC(C3=C(CN(C2)C1)C4=CC=CC=C4N3)(C5=C(C=C6C(=C5)C78CCN9C7C(C=CC9)(C(C(C8N6C)(C(=O)OC)O)OC(=O)C)CC)OC)C(=O)OC.C(C(C(=O)O)O)(C(=O)O)O. Drug 2: CC(C)CN1C=NC2=C1C3=CC=CC=C3N=C2N. Cell line: M14. Synergy scores: CSS=24.7, Synergy_ZIP=2.36, Synergy_Bliss=5.06, Synergy_Loewe=-19.1, Synergy_HSA=4.20. (5) Drug 1: CC1=C(C(CCC1)(C)C)C=CC(=CC=CC(=CC(=O)O)C)C. Drug 2: CC1=C(C(=O)C2=C(C1=O)N3CC4C(C3(C2COC(=O)N)OC)N4)N. Cell line: HCC-2998. Synergy scores: CSS=19.0, Synergy_ZIP=-4.94, Synergy_Bliss=-9.20, Synergy_Loewe=-20.4, Synergy_HSA=-4.86. (6) Drug 1: C1=CC(=CC=C1CC(C(=O)O)N)N(CCCl)CCCl.Cl. Drug 2: CC1=C(C=C(C=C1)C(=O)NC2=CC(=CC(=C2)C(F)(F)F)N3C=C(N=C3)C)NC4=NC=CC(=N4)C5=CN=CC=C5. Cell line: OVCAR-5. Synergy scores: CSS=3.32, Synergy_ZIP=1.90, Synergy_Bliss=4.63, Synergy_Loewe=-0.634, Synergy_HSA=0.822. (7) Cell line: SN12C. Drug 1: C1C(C(OC1N2C=C(C(=O)NC2=O)F)CO)O. Synergy scores: CSS=33.6, Synergy_ZIP=-4.11, Synergy_Bliss=-3.31, Synergy_Loewe=-10.7, Synergy_HSA=-1.38. Drug 2: B(C(CC(C)C)NC(=O)C(CC1=CC=CC=C1)NC(=O)C2=NC=CN=C2)(O)O.